Dataset: Peptide-MHC class II binding affinity with 134,281 pairs from IEDB. Task: Regression. Given a peptide amino acid sequence and an MHC pseudo amino acid sequence, predict their binding affinity value. This is MHC class II binding data. (1) The binding affinity (normalized) is 0.0786. The MHC is HLA-DQA10102-DQB10502 with pseudo-sequence HLA-DQA10102-DQB10502. The peptide sequence is EGHHLASAAIFGHDG. (2) The peptide sequence is HVCWLEASMLLDNME. The MHC is HLA-DQA10201-DQB10303 with pseudo-sequence HLA-DQA10201-DQB10303. The binding affinity (normalized) is 0.445. (3) The peptide sequence is SNMTQRVVIALLVLAKK. The MHC is HLA-DQA10501-DQB10302 with pseudo-sequence HLA-DQA10501-DQB10302. The binding affinity (normalized) is 0. (4) The peptide sequence is INEPTAAAISYGLDR. The MHC is HLA-DQA10501-DQB10301 with pseudo-sequence HLA-DQA10501-DQB10301. The binding affinity (normalized) is 0.684.